From a dataset of Forward reaction prediction with 1.9M reactions from USPTO patents (1976-2016). Predict the product of the given reaction. (1) Given the reactants C(OC(=O)[NH:7][C:8]1[CH:13]=[C:12]([O:14][CH2:15][CH3:16])[C:11]([C:17]([F:20])([F:19])[F:18])=[CH:10][C:9]=1[NH:21][C:22](=[O:39])[CH2:23][C:24]([C:26]1[CH:31]=[CH:30][CH:29]=[C:28]([C:32]2[CH:33]=[N:34][C:35]([CH3:38])=[CH:36][CH:37]=2)[CH:27]=1)=O)(C)(C)C.C(O)(C(F)(F)F)=O, predict the reaction product. The product is: [CH2:15]([O:14][C:12]1[C:11]([C:17]([F:20])([F:19])[F:18])=[CH:10][C:9]2[NH:21][C:22](=[O:39])[CH2:23][C:24]([C:26]3[CH:31]=[CH:30][CH:29]=[C:28]([C:32]4[CH:33]=[N:34][C:35]([CH3:38])=[CH:36][CH:37]=4)[CH:27]=3)=[N:7][C:8]=2[CH:13]=1)[CH3:16]. (2) Given the reactants [CH3:1][S:2]([NH:5][C:6]1[CH:11]=[CH:10][C:9]([CH2:12][CH2:13][C:14]([O:16][CH3:17])=[O:15])=[CH:8][CH:7]=1)(=[O:4])=[O:3].[C:18](O[C:18]([O:20][C:21]([CH3:24])([CH3:23])[CH3:22])=[O:19])([O:20][C:21]([CH3:24])([CH3:23])[CH3:22])=[O:19], predict the reaction product. The product is: [C:21]([O:20][C:18]([N:5]([C:6]1[CH:7]=[CH:8][C:9]([CH2:12][CH2:13][C:14]([O:16][CH3:17])=[O:15])=[CH:10][CH:11]=1)[S:2]([CH3:1])(=[O:4])=[O:3])=[O:19])([CH3:24])([CH3:23])[CH3:22]. (3) Given the reactants Cl[C:2]1[CH:7]=[CH:6][N:5]=[C:4]([S:8][CH3:9])[N:3]=1.[CH2:10]([N:17]1[C:25]2[CH:24]=[CH:23][CH:22]=[C:21]([NH2:26])[C:20]=2[CH:19]=[N:18]1)[C:11]1[CH:16]=[CH:15][CH:14]=[CH:13][CH:12]=1, predict the reaction product. The product is: [CH2:10]([N:17]1[C:25]2[CH:24]=[CH:23][CH:22]=[C:21]([NH:26][C:2]3[CH:7]=[CH:6][N:5]=[C:4]([S:8][CH3:9])[N:3]=3)[C:20]=2[CH:19]=[N:18]1)[C:11]1[CH:12]=[CH:13][CH:14]=[CH:15][CH:16]=1. (4) Given the reactants [NH2:1][C:2]1[C:6]2[C:7]([CH2:23][O:24][CH3:25])=[N:8][C:9]([NH:11][C:12]([NH:14][C@@H:15]([C:17]3[CH:22]=[CH:21][CH:20]=[CH:19][CH:18]=3)[CH3:16])=[O:13])=[CH:10][C:5]=2[NH:4][N:3]=1.[O-]S([O-])(=O)=O.[Mg+2].[C:32](O)([C:34](F)(F)F)=O.C(=O)C.C([BH3-])#N.[Na+], predict the reaction product. The product is: [CH2:32]([NH:1][C:2]1[C:6]2[C:7]([CH2:23][O:24][CH3:25])=[N:8][C:9]([NH:11][C:12]([NH:14][C@@H:15]([C:17]3[CH:22]=[CH:21][CH:20]=[CH:19][CH:18]=3)[CH3:16])=[O:13])=[CH:10][C:5]=2[NH:4][N:3]=1)[CH3:34].